From a dataset of Reaction yield outcomes from USPTO patents with 853,638 reactions. Predict the reaction yield, written as a fraction of the theoretical maximum amount of product (1.0 means a 100% yield; for example, 0.34 means a 34% yield). (1) The reactants are [OH:1][CH2:2][CH2:3][CH2:4][CH2:5][CH2:6][CH2:7][CH2:8][C:9]1[CH:15]=[CH:14][C:12]([NH2:13])=[CH:11][CH:10]=1.CCN(CC)CC.Cl[C:24]1[C:25]2[C:30]([N:31]=[C:32]3[C:37]=1[CH:36]=[CH:35][CH:34]=[CH:33]3)=[CH:29][CH:28]=[CH:27][CH:26]=2. The catalyst is CO. The yield is 0.910. The product is [CH:26]1[C:25]2[C:30](=[N:31][C:32]3[C:37]([C:24]=2[NH:13][C:12]2[CH:11]=[CH:10][C:9]([CH2:8][CH2:7][CH2:6][CH2:5][CH2:4][CH2:3][CH2:2][OH:1])=[CH:15][CH:14]=2)=[CH:36][CH:35]=[CH:34][CH:33]=3)[CH:29]=[CH:28][CH:27]=1. (2) The reactants are C[N:2]([CH:4]=[C:5]1[C:10](=[O:11])[CH2:9][CH2:8][CH2:7][C:6]1=O)C.[CH3:13][NH:14]N.CC(O)=O. The catalyst is CC(O)(C)C. The product is [CH3:13][N:14]1[C:6]2[CH2:7][CH2:8][CH2:9][C:10](=[O:11])[C:5]=2[CH:4]=[N:2]1. The yield is 0.440. (3) The reactants are [Cl-].[Ce+3].[Cl-].[Cl-].[BH4-:5].[Na+].[CH3:7][C:8]1[CH:13]=[CH:12][C:11]([PH:14](=O)[C:15]2[CH:20]=[CH:19][C:18]([CH3:21])=[CH:17][CH:16]=2)=[CH:10][CH:9]=1.[H-].[Al+3].[Li+].[H-].[H-].[H-].Cl. The catalyst is C1COCC1.C1(C)C=CC=CC=1.O. The product is [CH3:7][C:8]1[CH:9]=[CH:10][C:11]([PH:14][C:15]2[CH:20]=[CH:19][C:18]([CH3:21])=[CH:17][CH:16]=2)=[CH:12][CH:13]=1.[BH3:5]. The yield is 0.510. (4) The reactants are C([Mg]Cl)(C)C.Br[C:7]1[CH:8]=[N:9][CH:10]=[CH:11][CH:12]=1.C([O:17][B:18]([CH:24]=[CH2:25])OCCCC)CCC.Cl. The catalyst is C1COCC1.O. The product is [N:9]1[CH:10]=[CH:11][CH:12]=[C:7]([CH:25]=[CH:24][BH:18][OH:17])[CH:8]=1. The yield is 0.780. (5) The reactants are [C:1]1([C:11]2[CH:23]=[C:14]3[NH:15][CH:16]=[C:17](C(O)=O)[C:18](=[O:19])[N:13]3[N:12]=2)[C:10]2[C:5](=[CH:6][CH:7]=[CH:8][CH:9]=2)[CH:4]=[CH:3][CH:2]=1.CS(C)=O.[Cl-].[Na+]. The catalyst is O. The product is [C:1]1([C:11]2[CH:23]=[C:14]3[NH:15][CH:16]=[CH:17][C:18](=[O:19])[N:13]3[N:12]=2)[C:10]2[C:5](=[CH:6][CH:7]=[CH:8][CH:9]=2)[CH:4]=[CH:3][CH:2]=1. The yield is 0.870. (6) The reactants are [C:1]([C:3]1[CH:8]=[CH:7][C:6]([S:9]([NH:12][C:13]2[N:14]=[CH:15][C:16]3[C:21]([C:22]=2[CH:23]2[CH2:25][CH2:24]2)=[CH:20][CH:19]=[CH:18][CH:17]=3)(=[O:11])=[O:10])=[CH:5][CH:4]=1)#[N:2].[F:26][C:27]([F:38])([F:37])[O:28][C:29]1[CH:36]=[CH:35][C:32]([CH2:33]Br)=[CH:31][CH:30]=1.C(=O)([O-])[O-].[K+].[K+].C(OCC)(=O)C. The catalyst is CN(C)C=O. The product is [C:1]([C:3]1[CH:8]=[CH:7][C:6]([S:9]([N:12]([C:13]2[N:14]=[CH:15][C:16]3[C:21]([C:22]=2[CH:23]2[CH2:24][CH2:25]2)=[CH:20][CH:19]=[CH:18][CH:17]=3)[CH2:33][C:32]2[CH:35]=[CH:36][C:29]([O:28][C:27]([F:26])([F:37])[F:38])=[CH:30][CH:31]=2)(=[O:11])=[O:10])=[CH:5][CH:4]=1)#[N:2]. The yield is 0.840.